From a dataset of Peptide-MHC class II binding affinity with 134,281 pairs from IEDB. Regression. Given a peptide amino acid sequence and an MHC pseudo amino acid sequence, predict their binding affinity value. This is MHC class II binding data. (1) The binding affinity (normalized) is 0.815. The peptide sequence is DVCFPGGGQIVGGVY. The MHC is HLA-DQA10501-DQB10301 with pseudo-sequence HLA-DQA10501-DQB10301. (2) The peptide sequence is KLNNQFGSMPALTIA. The MHC is DRB1_0301 with pseudo-sequence DRB1_0301. The binding affinity (normalized) is 0.165. (3) The peptide sequence is ALHIIAGTPEVHAVK. The MHC is DRB1_0405 with pseudo-sequence DRB1_0405. The binding affinity (normalized) is 0.562.